This data is from Catalyst prediction with 721,799 reactions and 888 catalyst types from USPTO. The task is: Predict which catalyst facilitates the given reaction. Reactant: Cl[C:2]1[CH:7]=[CH:6][C:5]([NH:8][C:9](=[O:17])[C:10]2[CH:15]=[CH:14][C:13]([F:16])=[CH:12][CH:11]=2)=[CH:4][C:3]=1[N+:18]([O-:20])=[O:19].[NH2:21][C:22]1[CH:27]=[CH:26][C:25]([SH:28])=[CH:24][CH:23]=1.O. Product: [NH2:21][C:22]1[CH:27]=[CH:26][C:25]([S:28][C:2]2[CH:7]=[CH:6][C:5]([NH:8][C:9](=[O:17])[C:10]3[CH:15]=[CH:14][C:13]([F:16])=[CH:12][CH:11]=3)=[CH:4][C:3]=2[N+:18]([O-:20])=[O:19])=[CH:24][CH:23]=1. The catalyst class is: 3.